Predict the reactants needed to synthesize the given product. From a dataset of Full USPTO retrosynthesis dataset with 1.9M reactions from patents (1976-2016). (1) Given the product [CH2:7]([S:6][CH2:5][C@H:4]([NH:14][C:15]([C:17]1[CH:22]=[C:21]([N:23]2[CH2:24][CH2:25][CH2:26][CH2:27][CH2:28]2)[N:20]=[C:19]([C:29]2[CH:30]=[CH:31][C:32]([C:35]3[CH:36]=[CH:37][CH:38]=[CH:39][CH:40]=3)=[CH:33][CH:34]=2)[N:18]=1)=[O:16])[C:3]([OH:41])=[O:2])[C:8]1[CH:9]=[CH:10][CH:11]=[CH:12][CH:13]=1, predict the reactants needed to synthesize it. The reactants are: C[O:2][C:3](=[O:41])[C@@H:4]([NH:14][C:15]([C:17]1[CH:22]=[C:21]([N:23]2[CH2:28][CH2:27][CH2:26][CH2:25][CH2:24]2)[N:20]=[C:19]([C:29]2[CH:34]=[CH:33][C:32]([C:35]3[CH:40]=[CH:39][CH:38]=[CH:37][CH:36]=3)=[CH:31][CH:30]=2)[N:18]=1)=[O:16])[CH2:5][S:6][CH2:7][C:8]1[CH:13]=[CH:12][CH:11]=[CH:10][CH:9]=1.CO.[OH-].[Li+]. (2) Given the product [C:2]([NH:3][C@@H:12]([CH3:30])[CH2:13][O:14][C:15]1[N:20]=[CH:19][C:18]([NH:21][C:22](=[O:28])[O:23][C:24]([CH3:26])([CH3:25])[CH3:27])=[CH:17][C:16]=1[F:29])(=[O:1])[CH3:10], predict the reactants needed to synthesize it. The reactants are: [O:1]=[C:2]1[C:10]2C(=CC=CC=2)C(=O)[N:3]1[C@@H:12]([CH3:30])[CH2:13][O:14][C:15]1[N:20]=[CH:19][C:18]([NH:21][C:22](=[O:28])[O:23][C:24]([CH3:27])([CH3:26])[CH3:25])=[CH:17][C:16]=1[F:29].O.NN. (3) Given the product [Cl:1][C:2]1[N:7]=[C:6]([NH:8][C:9]2[CH:14]=[CH:13][CH:12]=[CH:11][C:10]=2[CH2:15][N:16]([CH3:17])[C:23](=[O:25])[CH3:24])[C:5]([Cl:18])=[CH:4][N:3]=1, predict the reactants needed to synthesize it. The reactants are: [Cl:1][C:2]1[N:7]=[C:6]([NH:8][C:9]2[CH:14]=[CH:13][CH:12]=[CH:11][C:10]=2[CH2:15][NH:16][CH3:17])[C:5]([Cl:18])=[CH:4][N:3]=1.C(O[C:23](=[O:25])[CH3:24])(=O)C.N1C=CC=CC=1. (4) Given the product [N+:11]([C:8]1[CH:9]=[CH:10][C:5]([C:3]2[N:14]=[C:15]3[CH:20]=[CH:19][CH:18]=[CH:17][N:16]3[CH:2]=2)=[CH:6][CH:7]=1)([O-:13])=[O:12], predict the reactants needed to synthesize it. The reactants are: Br[CH2:2][C:3]([C:5]1[CH:10]=[CH:9][C:8]([N+:11]([O-:13])=[O:12])=[CH:7][CH:6]=1)=O.[NH2:14][C:15]1[CH:20]=[CH:19][CH:18]=[CH:17][N:16]=1.